From a dataset of Forward reaction prediction with 1.9M reactions from USPTO patents (1976-2016). Predict the product of the given reaction. (1) The product is: [OH:42][NH:43][C:28]([C@H:16]1[CH2:17][CH:18]([C:21]([N:23]2[CH2:24][CH2:25][CH2:26][CH2:27]2)=[O:22])[CH2:19][CH2:20][C@@H:15]1[C:13]([N:10]1[CH2:11][CH:12]=[C:7]([C:1]2[CH:2]=[CH:3][CH:4]=[CH:5][CH:6]=2)[CH2:8][CH2:9]1)=[O:14])=[O:29]. Given the reactants [C:1]1([CH:7]2[CH2:12][CH2:11][N:10]([C:13]([C@H:15]3[CH2:20][CH2:19][CH:18]([C:21]([N:23]4[CH2:27][CH2:26][CH2:25][CH2:24]4)=[O:22])[CH2:17][C@@H:16]3[C:28](OC)=[O:29])=[O:14])[CH2:9][CH2:8]2)[CH:6]=[CH:5][CH:4]=[CH:3][CH:2]=1.CN([P+]([O:42][N:43]1N=NC2C=CC=CC1=2)(N(C)C)N(C)C)C.F[P-](F)(F)(F)(F)F.Cl.C1(C2CCNCC=2)C=CC=CC=1.C(N(CC)C(C)C)(C)C.C([O-])(O)=O.[Na+], predict the reaction product. (2) The product is: [NH2:15][C:2]1[C:7]([C:8]#[N:9])=[C:6]([NH:10][CH3:11])[C:5]([N+:12]([O-:14])=[O:13])=[CH:4][CH:3]=1. Given the reactants Cl[C:2]1[C:7]([C:8]#[N:9])=[C:6]([NH:10][CH3:11])[C:5]([N+:12]([O-:14])=[O:13])=[CH:4][CH:3]=1.[NH3:15], predict the reaction product.